This data is from Full USPTO retrosynthesis dataset with 1.9M reactions from patents (1976-2016). The task is: Predict the reactants needed to synthesize the given product. (1) Given the product [NH2:8][C:9]1[N:10]=[C:11]([O:7][CH2:6][CH:3]2[CH2:5][CH2:4]2)[C:12]([C:15]#[N:16])=[N:13][CH:14]=1, predict the reactants needed to synthesize it. The reactants are: [H-].[Na+].[CH:3]1([CH2:6][OH:7])[CH2:5][CH2:4]1.[NH2:8][C:9]1[N:10]=[C:11](Cl)[C:12]([C:15]#[N:16])=[N:13][CH:14]=1.Cl. (2) Given the product [ClH:34].[ClH:34].[NH2:31][C:8]1[N:7]=[C:6]([O:5][CH2:1][CH2:2][CH2:3][CH3:4])[N:14]=[C:13]2[C:9]=1[NH:10][C:11](=[O:29])[N:12]2[CH2:15][CH2:16][N:17]1[CH2:18][CH2:19][N:20]([CH:23]2[CH2:24][CH2:25][CH2:26][CH2:27][CH2:28]2)[CH2:21][CH2:22]1, predict the reactants needed to synthesize it. The reactants are: [CH2:1]([O:5][C:6]1[N:14]=[C:13]2[C:9]([N:10]=[C:11]([O:29]C)[N:12]2[CH2:15][CH2:16][N:17]2[CH2:22][CH2:21][N:20]([CH:23]3[CH2:28][CH2:27][CH2:26][CH2:25][CH2:24]3)[CH2:19][CH2:18]2)=[C:8]([NH2:31])[N:7]=1)[CH2:2][CH2:3][CH3:4].CO.[ClH:34]. (3) Given the product [Cl:34][C:29]1[CH:28]=[C:27]([CH:32]=[CH:31][C:30]=1[Cl:33])[CH2:26][N:19]1[C:20](=[O:21])[NH:22][C:16]([CH2:15][CH2:14][CH2:13][C:10]2[CH:11]=[CH:12][C:7]([O:6][C:4]([CH3:35])([CH3:5])[C:1]([OH:3])=[O:2])=[CH:8][CH:9]=2)=[N:18]1, predict the reactants needed to synthesize it. The reactants are: [C:1]([C:4]([CH3:35])([O:6][C:7]1[CH:12]=[CH:11][C:10]([CH2:13][CH2:14][CH2:15][C:16]([NH:18][N:19]([CH2:26][C:27]2[CH:32]=[CH:31][C:30]([Cl:33])=[C:29]([Cl:34])[CH:28]=2)[C:20]([NH:22]CCC)=[O:21])=O)=[CH:9][CH:8]=1)[CH3:5])([OH:3])=[O:2].C12(CS(O)(=O)=O)C(C)(C)C(CC1)CC2=O. (4) The reactants are: Br[CH:2]([CH2:7][CH2:8]Br)[C:3]([O:5][CH3:6])=[O:4].Cl.[CH3:11][C:12]1([CH3:19])[CH2:17][CH2:16][CH:15]([NH2:18])[CH2:14][CH2:13]1. Given the product [CH3:11][C:12]1([CH3:19])[CH2:17][CH2:16][CH:15]([N:18]2[CH2:8][CH2:7][CH:2]2[C:3]([O:5][CH3:6])=[O:4])[CH2:14][CH2:13]1, predict the reactants needed to synthesize it. (5) Given the product [S:9]1[C:5]2[CH:4]=[C:3]([OH:2])[CH:11]=[CH:10][C:6]=2[CH:7]=[N:8]1, predict the reactants needed to synthesize it. The reactants are: C[O:2][C:3]1[CH:11]=[CH:10][C:6]2[CH:7]=[N:8][S:9][C:5]=2[CH:4]=1.Cl.N1C=CC=CC=1.